This data is from Forward reaction prediction with 1.9M reactions from USPTO patents (1976-2016). The task is: Predict the product of the given reaction. (1) Given the reactants [C:1]1(=[O:7])[NH:6][CH2:5][CH2:4][CH2:3]C1.[CH:8]([Cl:11])(Cl)[Cl:9], predict the reaction product. The product is: [Cl:9][C:8]1([Cl:11])[CH2:3][CH2:4][CH2:5][NH:6][C:1]1=[O:7]. (2) Given the reactants [OH-].[Na+].C([O:5][C:6]([C:8]1[CH:9]=[N:10][N:11]([CH3:32])[C:12]=1[C:13](=[O:31])[NH:14][C:15]1[C:20]([Br:21])=[CH:19][N:18]2[CH:22]=[C:23]([C:25]3[CH:30]=[CH:29][CH:28]=[CH:27][CH:26]=3)[N:24]=[C:17]2[CH:16]=1)=[O:7])C.O.Cl, predict the reaction product. The product is: [Br:21][C:20]1[C:15]([NH:14][C:13]([C:12]2[N:11]([CH3:32])[N:10]=[CH:9][C:8]=2[C:6]([OH:7])=[O:5])=[O:31])=[CH:16][C:17]2[N:18]([CH:22]=[C:23]([C:25]3[CH:26]=[CH:27][CH:28]=[CH:29][CH:30]=3)[N:24]=2)[CH:19]=1. (3) Given the reactants [NH2:1][C:2]1[CH:7]=[CH:6][C:5]([C:8]2[N:16]3[C:11]([C:12]([NH2:17])=[N:13][CH:14]=[N:15]3)=[C:10]([C:18]3[CH:19]=[CH:20][C:21]4[C:25]([CH:26]=3)=[N:24][N:23]([CH2:27][C:28]3[CH:33]=[CH:32][CH:31]=[CH:30][CH:29]=3)[CH:22]=4)[CH:9]=2)=[CH:4][CH:3]=1.[CH3:34][S:35](Cl)(=[O:37])=[O:36], predict the reaction product. The product is: [NH2:17][C:12]1[C:11]2=[C:10]([C:18]3[CH:19]=[CH:20][C:21]4[C:25]([CH:26]=3)=[N:24][N:23]([CH2:27][C:28]3[CH:29]=[CH:30][CH:31]=[CH:32][CH:33]=3)[CH:22]=4)[CH:9]=[C:8]([C:5]3[CH:6]=[CH:7][C:2]([NH:1][S:35]([CH3:34])(=[O:37])=[O:36])=[CH:3][CH:4]=3)[N:16]2[N:15]=[CH:14][N:13]=1. (4) Given the reactants [NH2:1][CH2:2][CH:3]1[CH2:8][CH2:7][N:6]([C:9]([O:11][C:12]([CH3:15])([CH3:14])[CH3:13])=[O:10])[CH2:5][CH2:4]1.[C:16]([N:20]=[C:21]=[O:22])([CH3:19])([CH3:18])[CH3:17], predict the reaction product. The product is: [C:16]([NH:20][C:21]([NH:1][CH2:2][CH:3]1[CH2:8][CH2:7][N:6]([C:9]([O:11][C:12]([CH3:15])([CH3:14])[CH3:13])=[O:10])[CH2:5][CH2:4]1)=[O:22])([CH3:19])([CH3:18])[CH3:17]. (5) The product is: [CH:2]([N:5]1[C:13]2[CH:12]=[C:11]([NH:14][C:15]3[CH:20]=[CH:19][N:18]=[C:17]([CH:21]4[CH2:26][CH2:25][N:24]([S:35]([CH3:34])(=[O:37])=[O:36])[CH2:23][CH2:22]4)[N:16]=3)[N:10]=[CH:9][C:8]=2[N:7]=[CH:6]1)([CH3:4])[CH3:3]. Given the reactants [Cl-].[CH:2]([N:5]1[C:13]2[CH:12]=[C:11]([NH:14][C:15]3[CH:20]=[CH:19][N:18]=[C:17]([CH:21]4[CH2:26][CH2:25][NH2+:24][CH2:23][CH2:22]4)[N:16]=3)[N:10]=[CH:9][C:8]=2[N:7]=[CH:6]1)([CH3:4])[CH3:3].C(N(CC)CC)C.[CH3:34][S:35](Cl)(=[O:37])=[O:36], predict the reaction product. (6) Given the reactants Cl[C:2]1[C:7]([N:8]([CH3:21])[C:9](=[O:20])[C:10]2[CH:15]=[CH:14][CH:13]=[CH:12][C:11]=2[C:16]([F:19])([F:18])[F:17])=[CH:6][CH:5]=[CH:4][N:3]=1.C(=O)([O-])[O-].[Na+].[Na+], predict the reaction product. The product is: [CH3:21][N:8]1[C:7]2[C:2](=[N:3][CH:4]=[CH:5][CH:6]=2)[C:15]2[CH:14]=[CH:13][CH:12]=[C:11]([C:16]([F:19])([F:18])[F:17])[C:10]=2[C:9]1=[O:20].